Predict the product of the given reaction. From a dataset of Forward reaction prediction with 1.9M reactions from USPTO patents (1976-2016). Given the reactants [F:1][C:2]1[CH:7]=[CH:6][CH:5]=[C:4]([F:8])[C:3]=1[N:9]1[C:14]2[N:15]=[C:16]([NH:29][CH2:30][CH2:31][N:32]([CH3:34])[CH3:33])[N:17]=[C:18]([C:19]3[CH:20]=[C:21]([CH:25]=[CH:26][C:27]=3[CH3:28])[C:22]([OH:24])=O)[C:13]=2[CH2:12][NH:11][C:10]1=[O:35].[CH3:36][C:37]([CH3:41])([CH3:40])[CH2:38][NH2:39].CN(C(ON1N=NC2C=CC=CC1=2)=[N+](C)C)C.F[P-](F)(F)(F)(F)F.C(N(CC)CC)C, predict the reaction product. The product is: [F:1][C:2]1[CH:7]=[CH:6][CH:5]=[C:4]([F:8])[C:3]=1[N:9]1[C:14]2[N:15]=[C:16]([NH:29][CH2:30][CH2:31][N:32]([CH3:34])[CH3:33])[N:17]=[C:18]([C:19]3[CH:20]=[C:21]([CH:25]=[CH:26][C:27]=3[CH3:28])[C:22]([NH:39][CH2:38][C:37]([CH3:41])([CH3:40])[CH3:36])=[O:24])[C:13]=2[CH2:12][NH:11][C:10]1=[O:35].